Dataset: Catalyst prediction with 721,799 reactions and 888 catalyst types from USPTO. Task: Predict which catalyst facilitates the given reaction. (1) Reactant: [Na].[F:2][C:3]1[CH:8]=[C:7]([F:9])[CH:6]=[CH:5][C:4]=1[CH2:10][NH:11][C:12]([C:14]1[C:15](=[O:30])[C:16]([OH:29])=[C:17]2[C:22](=[O:23])[N:21]3[C@H:24]([CH3:27])[CH2:25][O:26][C@H:20]3[CH2:19][N:18]2[CH:28]=1)=[O:13].FC1C=C(F)C=CC=1CNC(C1C(=O)C(OCC2C=CC=CC=2)=C2C(=O)N3[C@H](C)CO[C@H]3CN2C=1)=O. Product: [F:2][C:3]1[CH:8]=[C:7]([F:9])[CH:6]=[CH:5][C:4]=1[CH2:10][NH:11][C:12]([C:14]1[C:15](=[O:30])[C:16]([OH:29])=[C:17]2[C:22](=[O:23])[N:21]3[C@H:24]([CH3:27])[CH2:25][O:26][C@H:20]3[CH2:19][N:18]2[CH:28]=1)=[O:13]. The catalyst class is: 19. (2) Reactant: [BH4-].[Na+].[CH:3]([C:5]1[CH:10]=[C:9]([O:11][CH3:12])[CH:8]=[CH:7][C:6]=1[C:13]1[N:18]=[C:17]([C:19]2[CH:20]=[N:21][CH:22]=[CH:23][CH:24]=2)[CH:16]=[C:15]([S:25][CH3:26])[C:14]=1[C:27]#[N:28])=[O:4]. Product: [OH:4][CH2:3][C:5]1[CH:10]=[C:9]([O:11][CH3:12])[CH:8]=[CH:7][C:6]=1[C:13]1[N:18]=[C:17]([C:19]2[CH:20]=[N:21][CH:22]=[CH:23][CH:24]=2)[CH:16]=[C:15]([S:25][CH3:26])[C:14]=1[C:27]#[N:28]. The catalyst class is: 138.